This data is from Full USPTO retrosynthesis dataset with 1.9M reactions from patents (1976-2016). The task is: Predict the reactants needed to synthesize the given product. Given the product [CH2:13]([O:15][C:16]1[CH:17]=[C:18]2[C:22](=[C:23]([F:28])[C:24]=1[O:25][CH2:26][CH3:27])[C:21]([NH2:29])=[N:20][CH2:19]2)[CH3:14], predict the reactants needed to synthesize it. The reactants are: C(N(CC)CC)C.S(O)(O)(=O)=O.[CH2:13]([O:15][C:16]1[CH:17]=[C:18]2[C:22](=[C:23]([F:28])[C:24]=1[O:25][CH2:26][CH3:27])[C:21](=[NH:29])[NH:20][CH2:19]2)[CH3:14].O.